This data is from Forward reaction prediction with 1.9M reactions from USPTO patents (1976-2016). The task is: Predict the product of the given reaction. (1) Given the reactants Cl[C:2]1[C:15]2[C:16]3=[C:17]4[C:12](=[CH:13][CH:14]=2)[C:11](Cl)=[CH:10][C:9](Cl)=[C:8]4[CH:7]=[CH:6][C:5]3=[C:4](Cl)[CH:3]=1.[CH3:21][Si:22]([CH3:33])([CH3:32])[C:23]1[CH:28]=[CH:27][C:26](B(O)O)=[CH:25][CH:24]=1.C(P(C(C)(C)C)[CH2:39][Si:40]([CH3:43])([CH3:42])[CH3:41])(C)(C)C.C(=O)([O-])[O-].[Cs+].[Cs+], predict the reaction product. The product is: [CH3:21][Si:22]([CH3:33])([CH3:32])[C:23]1[CH:28]=[CH:27][C:26]([C:2]2[C:15]3[C:16]4=[C:17]5[C:12](=[CH:13][CH:14]=3)[C:11]([C:26]3[CH:27]=[CH:28][C:23]([Si:22]([CH3:33])([CH3:32])[CH3:21])=[CH:24][CH:25]=3)=[CH:10][C:9]([C:26]3[CH:27]=[CH:28][C:23]([Si:22]([CH3:33])([CH3:32])[CH3:21])=[CH:24][CH:25]=3)=[C:8]5[CH:7]=[CH:6][C:5]4=[C:4]([C:2]3[CH:15]=[CH:14][C:39]([Si:40]([CH3:42])([CH3:41])[CH3:43])=[CH:4][CH:3]=3)[CH:3]=2)=[CH:25][CH:24]=1. (2) The product is: [C:15]([N+:19]([O-:20])=[CH:8][C:7]1[CH:10]=[CH:11][CH:12]=[CH:13][C:6]=1[N:1]1[CH:5]=[CH:4][N:3]=[CH:2]1)([CH3:18])([CH3:17])[CH3:16]. Given the reactants [N:1]1([C:6]2[CH:13]=[CH:12][CH:11]=[CH:10][C:7]=2[CH:8]=O)[CH:5]=[CH:4][N:3]=[CH:2]1.Cl.[C:15]([NH:19][OH:20])([CH3:18])([CH3:17])[CH3:16], predict the reaction product. (3) Given the reactants [CH3:1][C:2]1[O:6][C:5]([C:7]([O:9]C)=[O:8])=[CH:4][C:3]=1[C:11]1[N:15]([CH3:16])[N:14]=[CH:13][CH:12]=1.[Cl:17]N1C(=O)CCC1=O.[OH-].[Na+], predict the reaction product. The product is: [Cl:17][C:12]1[CH:13]=[N:14][N:15]([CH3:16])[C:11]=1[C:3]1[CH:4]=[C:5]([C:7]([OH:9])=[O:8])[O:6][C:2]=1[CH3:1]. (4) Given the reactants [C:1]([C:4]1[C:22](=[O:23])[C@@:8]2([CH3:24])[C:9]3[C:15]([OH:16])=[CH:14][C:13]([O:17][CH3:18])=[C:12]([C:19]([NH2:21])=[O:20])[C:10]=3[O:11][C:7]2=[CH:6][C:5]=1[OH:25])(=[O:3])[CH3:2].[Cl:26][C:27]1[CH:46]=[CH:45][C:30]([CH2:31][O:32][C:33]2[C:42]3[C:37](=[CH:38][CH:39]=[CH:40][CH:41]=3)[C:36]([CH:43]=O)=[CH:35][CH:34]=2)=[CH:29][CH:28]=1.C([SiH](CC)CC)C.FC(F)(F)C(O)=O, predict the reaction product. The product is: [C:1]([C:4]1[C:22](=[O:23])[C@@:8]2([CH3:24])[C:9]3[C:15]([OH:16])=[CH:14][C:13]([O:17][CH3:18])=[C:12]([C:19]([NH:21][CH2:43][C:36]4[C:37]5[C:42](=[CH:41][CH:40]=[CH:39][CH:38]=5)[C:33]([O:32][CH2:31][C:30]5[CH:29]=[CH:28][C:27]([Cl:26])=[CH:46][CH:45]=5)=[CH:34][CH:35]=4)=[O:20])[C:10]=3[O:11][C:7]2=[CH:6][C:5]=1[OH:25])(=[O:3])[CH3:2]. (5) Given the reactants [F:1][C:2]1[CH:7]=[CH:6][C:5]([C:8]2[O:12][C:11]([C:17]3[CH:30]=[CH:29][C:20]([NH:21]C(=O)OC(C)(C)C)=[C:19]([CH3:31])[CH:18]=3)([C:13]([F:16])([F:15])[F:14])[O:10][N:9]=2)=[CH:4][CH:3]=1.FC(F)(F)C(O)=O, predict the reaction product. The product is: [F:1][C:2]1[CH:3]=[CH:4][C:5]([C:8]2[O:12][C:11]([C:17]3[CH:30]=[CH:29][C:20]([NH2:21])=[C:19]([CH3:31])[CH:18]=3)([C:13]([F:16])([F:14])[F:15])[O:10][N:9]=2)=[CH:6][CH:7]=1. (6) Given the reactants [Cl:1][C:2]1[S:3][C:4]([CH2:7][N:8]2[C:13](=[O:14])[C:12]([C:15]3[NH:20][C:19]4[CH:21]=[CH:22][C:23]([O:25][Si](C(C)C)(C(C)C)C(C)C)=[CH:24][C:18]=4[S:17](=[O:37])(=[O:36])[N:16]=3)=[C:11]([OH:38])[C:10]3[S:39][CH:40]=[CH:41][C:9]2=3)=[CH:5][N:6]=1.[F-].C([N+](CCCC)(CCCC)CCCC)CCC.Cl, predict the reaction product. The product is: [Cl:1][C:2]1[S:3][C:4]([CH2:7][N:8]2[C:13](=[O:14])[C:12]([C:15]3[NH:20][C:19]4[CH:21]=[CH:22][C:23]([OH:25])=[CH:24][C:18]=4[S:17](=[O:36])(=[O:37])[N:16]=3)=[C:11]([OH:38])[C:10]3[S:39][CH:40]=[CH:41][C:9]2=3)=[CH:5][N:6]=1. (7) Given the reactants [Br:1][C:2]1[C:3]([CH3:10])=[CH:4][C:5]([OH:9])=[N:6][C:7]=1[CH3:8].FS([C:15]([F:20])([F:19])C(O)=O)(=O)=O.S([O-])([O-])(=O)=O.[Na+].[Na+].C(=O)(O)[O-].[Na+], predict the reaction product. The product is: [Br:1][C:2]1[C:7]([CH3:8])=[N:6][C:5]([O:9][CH:15]([F:20])[F:19])=[CH:4][C:3]=1[CH3:10]. (8) Given the reactants [CH3:1][CH:2]1[CH2:7][CH2:6][N:5]([CH:8]2[CH2:13][CH2:12][NH:11][CH2:10][CH2:9]2)[CH2:4][CH2:3]1.[C:14]([NH:17][C:18]1[C:27]2[C:22](=[CH:23][CH:24]=[CH:25][CH:26]=2)[C:21]([S:28](Cl)(=[O:30])=[O:29])=[CH:20][CH:19]=1)(=[O:16])[CH3:15], predict the reaction product. The product is: [CH3:1][CH:2]1[CH2:7][CH2:6][N:5]([CH:8]2[CH2:13][CH2:12][N:11]([S:28]([C:21]3[C:22]4[C:27](=[CH:26][CH:25]=[CH:24][CH:23]=4)[C:18]([NH:17][C:14](=[O:16])[CH3:15])=[CH:19][CH:20]=3)(=[O:30])=[O:29])[CH2:10][CH2:9]2)[CH2:4][CH2:3]1. (9) Given the reactants [CH2:1]([N:8]1[C:12](=[O:13])[CH2:11][CH:10]([NH:14]C(=O)OC(C)(C)C)[CH2:9]1)[C:2]1[CH:7]=[CH:6][CH:5]=[CH:4][CH:3]=1.[ClH:22].O1CCOCC1.C(OCC)C, predict the reaction product. The product is: [ClH:22].[NH2:14][CH:10]1[CH2:9][N:8]([CH2:1][C:2]2[CH:3]=[CH:4][CH:5]=[CH:6][CH:7]=2)[C:12](=[O:13])[CH2:11]1.